From a dataset of Forward reaction prediction with 1.9M reactions from USPTO patents (1976-2016). Predict the product of the given reaction. (1) Given the reactants [CH2:1]([O:3][C:4](=[O:23])[CH2:5][C:6]1[CH:7]=[C:8]([C:14]2[CH:19]=[CH:18][C:17](Br)=[CH:16][C:15]=2[CH:21]=[O:22])[C:9]([O:12][CH3:13])=[CH:10][CH:11]=1)[CH3:2].[CH3:24][N:25]1[CH:29]=[C:28](B2OC(C)(C)C(C)(C)O2)[CH:27]=[N:26]1, predict the reaction product. The product is: [CH2:1]([O:3][C:4](=[O:23])[CH2:5][C:6]1[CH:7]=[C:8]([C:14]2[CH:19]=[CH:18][C:17]([C:28]3[CH:27]=[N:26][N:25]([CH3:24])[CH:29]=3)=[CH:16][C:15]=2[CH:21]=[O:22])[C:9]([O:12][CH3:13])=[CH:10][CH:11]=1)[CH3:2]. (2) Given the reactants [NH2:1][CH2:2][C:3]1[CH:8]=[C:7]([C:9]([O:11][CH3:12])=[O:10])[CH:6]=[C:5]([CH2:13][OH:14])[N:4]=1.[CH2:15]([C:17]1[N:21]([CH2:22][C:23]2[CH:28]=[CH:27][C:26]([F:29])=[CH:25][CH:24]=2)[C:20]([CH:30]=O)=[N:19][CH:18]=1)[CH3:16], predict the reaction product. The product is: [CH2:15]([C:17]1[N:21]([CH2:22][C:23]2[CH:28]=[CH:27][C:26]([F:29])=[CH:25][CH:24]=2)[C:20]([CH2:30][NH:1][CH2:2][C:3]2[CH:8]=[C:7]([C:9]([O:11][CH3:12])=[O:10])[CH:6]=[C:5]([CH2:13][OH:14])[N:4]=2)=[N:19][CH:18]=1)[CH3:16]. (3) Given the reactants [O:1]1[C:5]2([CH2:10][CH2:9][NH:8][CH2:7][CH2:6]2)[O:4][CH2:3][CH2:2]1.F[C:12]1[CH:13]=[CH:14][C:15]([N+:19]([O-:21])=[O:20])=[C:16]([NH2:18])[CH:17]=1, predict the reaction product. The product is: [O:1]1[C:5]2([CH2:10][CH2:9][N:8]([C:12]3[CH:13]=[CH:14][C:15]([N+:19]([O-:21])=[O:20])=[C:16]([NH2:18])[CH:17]=3)[CH2:7][CH2:6]2)[O:4][CH2:3][CH2:2]1. (4) Given the reactants N1[C:10]2[C:5](=[CH:6][CH:7]=[CH:8][CH:9]=2)[CH:4]=CC=1C(O)=O.C(N1C=CN=C1)([N:16]1[CH:20]=[CH:19][N:18]=[CH:17]1)=[O:15], predict the reaction product. The product is: [N-:16]1[CH:20]=[CH:19][N:18]=[CH:17]1.[CH2:4]([OH:15])[C:5]1[CH:10]=[CH:9][CH:8]=[CH:7][CH:6]=1. (5) Given the reactants Br[C:2]1[CH:3]=[CH:4][C:5]([C:8]([OH:10])=[O:9])=[N:6][CH:7]=1.[CH2:11]1COCC1.C(N(C(C)C)CC)(C)C.[CH3:25][Si:26]([C:29]#[CH:30])([CH3:28])[CH3:27], predict the reaction product. The product is: [CH3:25][Si:26]([CH3:28])([CH3:27])[C:29]#[C:30][C:2]1[CH:3]=[CH:4][C:5]([C:8]([O:10][CH3:11])=[O:9])=[N:6][CH:7]=1. (6) Given the reactants [CH3:1][C:2]1[CH:7]=[C:6]([S:8][C:9]#[N:10])[C:5]([CH3:11])=[CH:4][C:3]=1[OH:12].C(=O)([O-])[O-].[Cs+].[Cs+].[CH3:19][O:20][C:21](=[O:26])[C:22](Br)([CH3:24])[CH3:23], predict the reaction product. The product is: [CH3:19][O:20][C:21](=[O:26])[C:22]([O:12][C:3]1[CH:4]=[C:5]([CH3:11])[C:6]([S:8][C:9]#[N:10])=[CH:7][C:2]=1[CH3:1])([CH3:24])[CH3:23]. (7) Given the reactants [CH:1]1([CH2:4][O:5][C:6]2[N:11]=[C:10]([C:12]([OH:14])=O)[CH:9]=[N:8][C:7]=2[N:15]2[CH2:18][C:17]([F:20])([F:19])[CH2:16]2)[CH2:3][CH2:2]1.[NH:21]1[CH2:26][CH2:25][O:24][C:23](=[O:27])[CH2:22]1, predict the reaction product. The product is: [CH:1]1([CH2:4][O:5][C:6]2[N:11]=[C:10]([C:12]([N:21]3[CH2:26][CH2:25][O:24][C:23](=[O:27])[CH2:22]3)=[O:14])[CH:9]=[N:8][C:7]=2[N:15]2[CH2:18][C:17]([F:20])([F:19])[CH2:16]2)[CH2:2][CH2:3]1.